This data is from Full USPTO retrosynthesis dataset with 1.9M reactions from patents (1976-2016). The task is: Predict the reactants needed to synthesize the given product. (1) The reactants are: [C:1]12(COC3C(Cl)=CC(C(OC(C)(C)C)=O)=C(F)C=3)[CH2:7][CH:6]1CCCC2.Cl[C:26]1[C:27]([O:40][CH:41]2[CH2:46][CH2:45][C:44]3([CH2:51][CH2:50][CH2:49][CH2:48][CH2:47]3)[CH2:43][CH2:42]2)=[CH:28][C:29]([F:39])=[C:30]([CH:38]=1)[C:31]([O:33][C:34]([CH3:37])([CH3:36])[CH3:35])=[O:32]. Given the product [CH:1]1([C:26]2[C:27]([O:40][CH:41]3[CH2:42][CH2:43][C:44]4([CH2:47][CH2:48][CH2:49][CH2:50][CH2:51]4)[CH2:45][CH2:46]3)=[CH:28][C:29]([F:39])=[C:30]([CH:38]=2)[C:31]([O:33][C:34]([CH3:35])([CH3:36])[CH3:37])=[O:32])[CH2:7][CH2:6]1, predict the reactants needed to synthesize it. (2) Given the product [CH2:21]([C:18]1[CH:17]=[N:16][C:15]([O:14][CH:11]2[CH2:12][CH2:13][CH:8]([C:5]3[S:6][CH:7]=[C:3]([CH2:2][NH:32][C:31]4[CH:30]=[CH:29][C:28]([S:25]([CH3:24])(=[O:27])=[O:26])=[CH:34][CH:33]=4)[N:4]=3)[CH2:9][CH2:10]2)=[N:20][CH:19]=1)[CH3:22], predict the reactants needed to synthesize it. The reactants are: Cl[CH2:2][C:3]1[N:4]=[C:5]([CH:8]2[CH2:13][CH2:12][CH:11]([O:14][C:15]3[N:20]=[CH:19][C:18]([CH2:21][CH3:22])=[CH:17][N:16]=3)[CH2:10][CH2:9]2)[S:6][CH:7]=1.Cl.[CH3:24][S:25]([C:28]1[CH:34]=[CH:33][C:31]([NH2:32])=[CH:30][CH:29]=1)(=[O:27])=[O:26].CCN(C(C)C)C(C)C.[I-].[Na+]. (3) Given the product [OH:1][C:2]1[C:3]([CH3:18])=[C:4]2[C:9](=[C:10]([CH3:13])[C:11]=1[CH3:12])[O:8][C:7]([CH3:17])([C:14]([N:33]([O:34][CH3:35])[CH3:32])=[O:16])[CH2:6][CH2:5]2, predict the reactants needed to synthesize it. The reactants are: [OH:1][C:2]1[C:3]([CH3:18])=[C:4]2[C:9](=[C:10]([CH3:13])[C:11]=1[CH3:12])[O:8][C:7]([CH3:17])([C:14]([OH:16])=O)[CH2:6][CH2:5]2.C1N=CN(C(N2C=NC=C2)=O)C=1.Cl.[CH3:32][NH:33][O:34][CH3:35].C(N(CC)C(C)C)(C)C. (4) Given the product [CH2:1]([C:8]1([CH3:18])[C:13](=[O:14])[N:12]([CH3:15])[C:11](=[O:16])[N:10]([CH2:23][C:24](=[O:25])[C:26]2[CH:27]=[N:28][CH:29]=[CH:30][CH:31]=2)[C:9]1=[O:17])[C:2]1[CH:7]=[CH:6][CH:5]=[CH:4][CH:3]=1, predict the reactants needed to synthesize it. The reactants are: [CH2:1]([C:8]1([CH3:18])[C:13](=[O:14])[N:12]([CH3:15])[C:11](=[O:16])[NH:10][C:9]1=[O:17])[C:2]1[CH:7]=[CH:6][CH:5]=[CH:4][CH:3]=1.[H-].[Na+].Br.Br[CH2:23][C:24]([C:26]1[CH:27]=[N:28][CH:29]=[CH:30][CH:31]=1)=[O:25]. (5) Given the product [CH3:1][O:2][C:3]1[C:12]2[N:11]([CH2:20][CH3:21])[C:10](=[O:13])[CH2:9][CH2:8][C:7]=2[C:6]([CH:14]=[O:15])=[CH:5][CH:4]=1, predict the reactants needed to synthesize it. The reactants are: [CH3:1][O:2][C:3]1[C:12]2[NH:11][C:10](=[O:13])[CH2:9][CH2:8][C:7]=2[C:6]([CH:14]=[O:15])=[CH:5][CH:4]=1.[H-].[Na+].[H][H].[CH2:20](I)[CH3:21].Cl.